Dataset: Peptide-MHC class II binding affinity with 134,281 pairs from IEDB. Task: Regression. Given a peptide amino acid sequence and an MHC pseudo amino acid sequence, predict their binding affinity value. This is MHC class II binding data. (1) The peptide sequence is NRQILDNAAKYVEHD. The MHC is DRB1_0901 with pseudo-sequence DRB1_0901. The binding affinity (normalized) is 0.372. (2) The peptide sequence is SKAALTSKLDAAYKL. The MHC is HLA-DPA10201-DPB10501 with pseudo-sequence HLA-DPA10201-DPB10501. The binding affinity (normalized) is 0.203. (3) The peptide sequence is EKKYFACTQFEPLAA. The MHC is HLA-DPA10301-DPB10402 with pseudo-sequence HLA-DPA10301-DPB10402. The binding affinity (normalized) is 0.898. (4) The peptide sequence is SNKAFAEGLSGEPKG. The MHC is HLA-DPA10103-DPB10301 with pseudo-sequence HLA-DPA10103-DPB10301. The binding affinity (normalized) is 0. (5) The peptide sequence is GATVAVDCRPFNGGE. The MHC is DRB4_0101 with pseudo-sequence DRB4_0103. The binding affinity (normalized) is 0.436. (6) The peptide sequence is YAATAGTTVYGAFAA. The MHC is HLA-DPA10103-DPB10601 with pseudo-sequence HLA-DPA10103-DPB10601. The binding affinity (normalized) is 0.0993. (7) The peptide sequence is LMAFTAAVTS. The MHC is DRB1_0401 with pseudo-sequence DRB1_0401. The binding affinity (normalized) is 0.467.